From a dataset of Catalyst prediction with 721,799 reactions and 888 catalyst types from USPTO. Predict which catalyst facilitates the given reaction. (1) Reactant: [C:1]([C:3]1[CH:11]=[CH:10][CH:9]=[C:8]2[C:4]=1[CH2:5][N:6]([C:12]([O:14][C:15]([CH3:18])([CH3:17])[CH3:16])=[O:13])[CH2:7]2)#[N:2].Cl.[NH2:20][OH:21].C(=O)(O)[O-].[Na+]. Product: [OH:21][NH:20][C:1](=[NH:2])[C:3]1[CH:11]=[CH:10][CH:9]=[C:8]2[C:4]=1[CH2:5][N:6]([C:12]([O:14][C:15]([CH3:17])([CH3:16])[CH3:18])=[O:13])[CH2:7]2. The catalyst class is: 8. (2) Reactant: [Na].[CH2:2]([N:9]1[C:13]([C:14]([NH2:16])=[O:15])=[C:12]([NH2:17])[N:11]=[CH:10]1)[C:3]1[CH:8]=[CH:7][CH:6]=[CH:5][CH:4]=1.[F:18][C:19]([F:26])([F:25])[C:20](OCC)=O.C(O)(=O)C. Product: [CH2:2]([N:9]1[C:13]2[C:12](=[N:17][C:20]([C:19]([F:26])([F:25])[F:18])=[N:16][C:14]=2[OH:15])[N:11]=[CH:10]1)[C:3]1[CH:4]=[CH:5][CH:6]=[CH:7][CH:8]=1. The catalyst class is: 8. (3) Reactant: Cl.C(OC([O:7][CH:8]([CH:16]1[CH2:21][CH2:20][C:19]([N:27]([CH3:29])[CH3:28])([C:22]2[S:23][CH:24]=[CH:25][CH:26]=2)[CH2:18][CH2:17]1)[CH2:9][C:10]1[CH:15]=[CH:14][CH:13]=[CH:12][CH:11]=1)C)C.[OH-].[Na+]. Product: [CH3:29][N:27]([CH3:28])[C:19]1([C:22]2[S:23][CH:24]=[CH:25][CH:26]=2)[CH2:18][CH2:17][CH:16]([CH:8]([OH:7])[CH2:9][C:10]2[CH:15]=[CH:14][CH:13]=[CH:12][CH:11]=2)[CH2:21][CH2:20]1. The catalyst class is: 305.